From a dataset of NCI-60 drug combinations with 297,098 pairs across 59 cell lines. Regression. Given two drug SMILES strings and cell line genomic features, predict the synergy score measuring deviation from expected non-interaction effect. (1) Drug 1: CC12CCC3C(C1CCC2NC(=O)OCC(F)(F)F)CCC4C3(C=CC(=O)N4C)C. Drug 2: CN(C)C(=N)N=C(N)N. Cell line: UACC62. Synergy scores: CSS=-6.25, Synergy_ZIP=0.246, Synergy_Bliss=-8.91, Synergy_Loewe=-10.2, Synergy_HSA=-10.1. (2) Drug 1: CN(C)N=NC1=C(NC=N1)C(=O)N. Drug 2: CN(C)C1=NC(=NC(=N1)N(C)C)N(C)C. Cell line: HOP-62. Synergy scores: CSS=3.72, Synergy_ZIP=3.05, Synergy_Bliss=7.50, Synergy_Loewe=0.799, Synergy_HSA=1.40.